Dataset: Full USPTO retrosynthesis dataset with 1.9M reactions from patents (1976-2016). Task: Predict the reactants needed to synthesize the given product. (1) Given the product [CH2:1]([O:3][P:4]([O:6][CH2:7][CH3:8])([O:10][CH2:11][CH2:12][C:13]1[CH:14]=[CH:15][C:16]([O:19][C:20](=[O:43])[CH2:21][C:22]2[C:30]3[C:25](=[CH:26][CH:27]=[C:28]([O:31][CH3:32])[CH:29]=3)[N:24]([C:33](=[O:41])[C:34]3[CH:35]=[CH:36][C:37]([Cl:40])=[CH:38][CH:39]=3)[C:23]=2[CH3:42])=[CH:17][CH:18]=1)=[O:5])[CH3:2], predict the reactants needed to synthesize it. The reactants are: [CH2:1]([O:3][P:4](Cl)([O:6][CH2:7][CH3:8])=[O:5])[CH3:2].[OH:10][CH2:11][CH2:12][C:13]1[CH:18]=[CH:17][C:16]([O:19][C:20](=[O:43])[CH2:21][C:22]2[C:30]3[C:25](=[CH:26][CH:27]=[C:28]([O:31][CH3:32])[CH:29]=3)[N:24]([C:33](=[O:41])[C:34]3[CH:39]=[CH:38][C:37]([Cl:40])=[CH:36][CH:35]=3)[C:23]=2[CH3:42])=[CH:15][CH:14]=1.CCN(C(C)C)C(C)C. (2) Given the product [CH3:1][C:2]1[N:6]=[C:5]([CH3:7])[N:4]([C:8]2[CH:9]=[C:10]([C@@H:18]3[CH2:20][C@H:19]3[C:21]3[N:25]([CH3:26])[C:24]4[CH:27]=[CH:28][CH:29]=[CH:30][C:23]=4[N:22]=3)[N:11]=[C:12]([C:31]#[N:32])[N:13]=2)[N:3]=1, predict the reactants needed to synthesize it. The reactants are: [CH3:1][C:2]1[N:6]=[C:5]([CH3:7])[N:4]([C:8]2[N:13]=[C:12](S(C)(=O)=O)[N:11]=[C:10]([C@@H:18]3[CH2:20][C@H:19]3[C:21]3[N:25]([CH3:26])[C:24]4[CH:27]=[CH:28][CH:29]=[CH:30][C:23]=4[N:22]=3)[CH:9]=2)[N:3]=1.[C-:31]#[N:32].[Na+].O. (3) The reactants are: [CH2:1]([S:8][C:9]1[CH:10]=[CH:11][C:12]([NH:23][C:24]2[CH:29]=[C:28]([Cl:30])[C:27]([Br:31])=[CH:26][C:25]=2[O:32][CH3:33])=[C:13](/[C:15](/[CH3:22])=[CH:16]\[C:17](OCC)=[O:18])[CH:14]=1)[C:2]1[CH:7]=[CH:6][CH:5]=[CH:4][CH:3]=1.CC(C)([O-])C.[K+]. Given the product [CH2:1]([S:8][C:9]1[CH:14]=[C:13]2[C:12](=[CH:11][CH:10]=1)[N:23]([C:24]1[CH:29]=[C:28]([Cl:30])[C:27]([Br:31])=[CH:26][C:25]=1[O:32][CH3:33])[C:17](=[O:18])[CH:16]=[C:15]2[CH3:22])[C:2]1[CH:7]=[CH:6][CH:5]=[CH:4][CH:3]=1, predict the reactants needed to synthesize it. (4) Given the product [ClH:20].[N:1]1[C:2]([CH2:10][S:11][C:12]2[N:17]=[C:16]([OH:18])[CH:15]=[C:14]([CH3:19])[N:13]=2)=[CH:3][N:4]2[CH:9]=[CH:8][CH:7]=[CH:6][C:5]=12, predict the reactants needed to synthesize it. The reactants are: [N:1]1[C:2]([CH2:10][S:11][C:12]2[N:17]=[C:16]([OH:18])[CH:15]=[C:14]([CH3:19])[N:13]=2)=[CH:3][N:4]2[CH:9]=[CH:8][CH:7]=[CH:6][C:5]=12.[ClH:20].O1CCOCC1. (5) Given the product [Br:5][C:6]1[CH:7]=[C:8]2[C:19](=[CH:20][CH:21]=1)[O:18][C:11]1([CH2:16][CH2:15][N:14]([CH3:17])[CH2:13][CH2:12]1)[CH2:10][C:9]2([CH3:1])[OH:22], predict the reactants needed to synthesize it. The reactants are: [CH3:1][Al](C)C.[Br:5][C:6]1[CH:7]=[C:8]2[C:19](=[CH:20][CH:21]=1)[O:18][C:11]1([CH2:16][CH2:15][N:14]([CH3:17])[CH2:13][CH2:12]1)[CH2:10][C:9]2=[O:22]. (6) The reactants are: Cl[CH2:2][C:3]1[C:4]([O:18][CH3:19])=[N:5][N:6]([C:8]2[CH:9]=[N:10][C:11]([C:14]([F:17])([F:16])[F:15])=[N:12][CH:13]=2)[CH:7]=1.[K][N:21]1[C:29](=[O:30])[C:28]2[C:23](=[CH:24][CH:25]=[CH:26][CH:27]=2)[C:22]1=[O:31]. Given the product [CH3:19][O:18][C:4]1[C:3]([CH2:2][N:21]2[C:29](=[O:30])[C:28]3[C:23](=[CH:24][CH:25]=[CH:26][CH:27]=3)[C:22]2=[O:31])=[CH:7][N:6]([C:8]2[CH:9]=[N:10][C:11]([C:14]([F:17])([F:16])[F:15])=[N:12][CH:13]=2)[N:5]=1, predict the reactants needed to synthesize it.